This data is from Reaction yield outcomes from USPTO patents with 853,638 reactions. The task is: Predict the reaction yield, written as a fraction of the theoretical maximum amount of product (1.0 means a 100% yield; for example, 0.34 means a 34% yield). (1) The reactants are [CH3:1][C:2]1[NH:3][C:4]2[C:9]([C:10]=1[C:11]([OH:13])=O)=[CH:8][CH:7]=[CH:6][CH:5]=2.C(Cl)CCl.C1C=CC2N(O)N=NC=2C=1.CCN(CC)CC.[CH2:35]([C:42]1([OH:48])[CH2:47][CH2:46][NH:45][CH2:44][CH2:43]1)[C:36]1[CH:41]=[CH:40][CH:39]=[CH:38][CH:37]=1. The catalyst is C(Cl)Cl. The product is [CH2:35]([C:42]1([OH:48])[CH2:47][CH2:46][N:45]([C:11]([C:10]2[C:9]3[C:4](=[CH:5][CH:6]=[CH:7][CH:8]=3)[NH:3][C:2]=2[CH3:1])=[O:13])[CH2:44][CH2:43]1)[C:36]1[CH:37]=[CH:38][CH:39]=[CH:40][CH:41]=1. The yield is 0.750. (2) The reactants are [BH4-].[Li+].[Cl:3][C:4]1[CH:5]=[CH:6][C:7]([C:26](OC)=[O:27])=[C:8]2[C:12]=1[N:11]=[C:10]1[N:13]([C:17]3[C:22]([CH3:23])=[CH:21][C:20]([Cl:24])=[CH:19][C:18]=3[Cl:25])[CH2:14][CH2:15][CH2:16][N:9]21. The catalyst is O1CCCC1. The product is [Cl:3][C:4]1[C:12]2[N:11]=[C:10]3[N:13]([C:17]4[C:22]([CH3:23])=[CH:21][C:20]([Cl:24])=[CH:19][C:18]=4[Cl:25])[CH2:14][CH2:15][CH2:16][N:9]3[C:8]=2[C:7]([CH2:26][OH:27])=[CH:6][CH:5]=1. The yield is 0.830. (3) The reactants are [CH3:1][O:2][C:3]([C:5]1[CH:13]=[C:12]2[C:8]([C:9]([C:14](=O)[CH3:15])=[CH:10][NH:11]2)=[CH:7][CH:6]=1)=[O:4].B.C1COCC1. The catalyst is C1COCC1. The yield is 0.740. The product is [CH3:1][O:2][C:3]([C:5]1[CH:13]=[C:12]2[C:8]([C:9]([CH2:14][CH3:15])=[CH:10][NH:11]2)=[CH:7][CH:6]=1)=[O:4].